This data is from Catalyst prediction with 721,799 reactions and 888 catalyst types from USPTO. The task is: Predict which catalyst facilitates the given reaction. (1) The catalyst class is: 135. Product: [N:13]1([C:11](=[O:12])/[CH:10]=[CH:9]/[C:4]2[CH:5]=[CH:6][CH:7]=[CH:8][C:3]=2[C:2]([F:1])([F:36])[F:35])[CH2:18][CH2:17][C:16]2([C:27]3[C:22](=[CH:23][CH:24]=[CH:25][CH:26]=3)[CH2:21][NH:20][CH2:19]2)[CH2:15][CH2:14]1. Reactant: [F:1][C:2]([F:36])([F:35])[C:3]1[CH:8]=[CH:7][CH:6]=[CH:5][C:4]=1/[CH:9]=[CH:10]/[C:11]([N:13]1[CH2:18][CH2:17][C:16]2([C:27]3[C:22](=[CH:23][CH:24]=[CH:25][CH:26]=3)[CH2:21][N:20](C(OC(C)(C)C)=O)[CH2:19]2)[CH2:15][CH2:14]1)=[O:12].Cl. (2) Reactant: [F-].[K+].[CH3:3][O:4][C:5]([C:7]1[C:12]([N:13]2[C:17]([CH3:18])=[CH:16][CH:15]=[C:14]2[CH3:19])=[CH:11][C:10]([C:20]([F:23])([F:22])[F:21])=[C:9](Br)[N:8]=1)=[O:6].[Si]([C:29]([F:32])([F:31])[F:30])(C)(C)C.N. Product: [CH3:3][O:4][C:5]([C:7]1[C:12]([N:13]2[C:17]([CH3:18])=[CH:16][CH:15]=[C:14]2[CH3:19])=[CH:11][C:10]([C:20]([F:23])([F:22])[F:21])=[C:9]([C:29]([F:32])([F:31])[F:30])[N:8]=1)=[O:6]. The catalyst class is: 471. (3) Reactant: [OH:1][CH:2]([C:26]1[CH:31]=[CH:30][C:29]([C:32]([CH3:38])([CH3:37])[C:33]([O:35]C)=[O:34])=[CH:28][CH:27]=1)[CH2:3][CH2:4][CH2:5][N:6]1[CH2:11][CH2:10][CH:9]([C:12]([OH:25])([C:19]2[CH:24]=[CH:23][CH:22]=[CH:21][CH:20]=2)[C:13]2[CH:18]=[CH:17][CH:16]=[CH:15][CH:14]=2)[CH2:8][CH2:7]1.C1COCC1.[Li+].[OH-].C(Cl)Cl. Product: [OH:1][CH:2]([C:26]1[CH:27]=[CH:28][C:29]([C:32]([CH3:38])([CH3:37])[C:33]([OH:35])=[O:34])=[CH:30][CH:31]=1)[CH2:3][CH2:4][CH2:5][N:6]1[CH2:7][CH2:8][CH:9]([C:12]([OH:25])([C:13]2[CH:14]=[CH:15][CH:16]=[CH:17][CH:18]=2)[C:19]2[CH:24]=[CH:23][CH:22]=[CH:21][CH:20]=2)[CH2:10][CH2:11]1. The catalyst class is: 6. (4) Reactant: C(O[C:4]([C:6]1[N:7]([CH2:11][C@@H:12]2[C@@H:17]([OH:18])[C@H:16]([OH:19])[C@@H:15]([OH:20])[C@H:14]([C:21]3[CH:26]=[CH:25][C:24]([Cl:27])=[C:23]([CH2:28][C:29]4[CH:34]=[CH:33][C:32]([O:35][CH2:36][CH3:37])=[CH:31][CH:30]=4)[CH:22]=3)[O:13]2)[N:8]=[CH:9][CH:10]=1)=[O:5])C.[C-]#[N:39].[Na+]. Product: [Cl:27][C:24]1[CH:25]=[CH:26][C:21]([C@@H:14]2[O:13][C@H:12]([CH2:11][N:7]3[C:6]([C:4]([NH2:39])=[O:5])=[CH:10][CH:9]=[N:8]3)[C@@H:17]([OH:18])[C@H:16]([OH:19])[C@H:15]2[OH:20])=[CH:22][C:23]=1[CH2:28][C:29]1[CH:34]=[CH:33][C:32]([O:35][CH2:36][CH3:37])=[CH:31][CH:30]=1. The catalyst class is: 328. (5) Reactant: [Cl:1][C:2]1[CH:15]=[C:14]([CH:16]=[CH2:17])[CH:13]=[CH:12][C:3]=1[CH2:4][NH:5][C:6]1[CH:11]=[CH:10][CH:9]=[CH:8][N:7]=1.Br[CH:19]([C:24]1[CH:25]=[C:26]([Cl:32])[C:27]([Cl:31])=[C:28]([Cl:30])[CH:29]=1)[C:20]([F:23])([F:22])[F:21].N1C=CC=CC=1C1C=CC=CN=1. Product: [Cl:1][C:2]1[CH:15]=[C:14](/[CH:16]=[CH:17]/[CH:19]([C:24]2[CH:25]=[C:26]([Cl:32])[C:27]([Cl:31])=[C:28]([Cl:30])[CH:29]=2)[C:20]([F:22])([F:21])[F:23])[CH:13]=[CH:12][C:3]=1[CH2:4][NH:5][C:6]1[CH:11]=[CH:10][CH:9]=[CH:8][N:7]=1. The catalyst class is: 482. (6) Reactant: Br[CH2:2][C:3]1[CH:7]=[C:6]([C:8]([CH3:11])([CH3:10])[CH3:9])[S:5][C:4]=1[C:12]([O:14][CH3:15])=[O:13].[Br:16][C:17]1[C:18]([CH3:24])=[C:19]([CH:21]=[CH:22][CH:23]=1)[NH2:20].C(=O)([O-])[O-].[Cs+].[Cs+]. Product: [Br:16][C:17]1[C:18]([CH3:24])=[C:19]([NH:20][CH2:2][C:3]2[CH:7]=[C:6]([C:8]([CH3:11])([CH3:10])[CH3:9])[S:5][C:4]=2[C:12]([O:14][CH3:15])=[O:13])[CH:21]=[CH:22][CH:23]=1. The catalyst class is: 10. (7) Reactant: Br[C:2]1[C:11]([O:12][CH3:13])=[CH:10][C:9]2[CH:4]([CH:5]([N:15]3[CH2:20][CH2:19][O:18][CH2:17][CH2:16]3)[N:6]=[C:7]([Cl:14])[N:8]=2)[CH:3]=1.CN(C)C=O.[F:26][CH2:27][CH2:28][CH2:29][S:30]([NH:33][C:34]1[CH:39]=[CH:38][CH:37]=[C:36](B2OC(C)(C)C(C)(C)O2)[C:35]=1[F:49])(=[O:32])=[O:31].C(=O)([O-])[O-].[Na+].[Na+]. Product: [Cl:14][C:7]1[N:6]=[C:5]([N:15]2[CH2:20][CH2:19][O:18][CH2:17][CH2:16]2)[C:4]2[C:9](=[CH:10][C:11]([O:12][CH3:13])=[C:2]([C:36]3[C:35]([F:49])=[C:34]([NH:33][S:30]([CH2:29][CH2:28][CH2:27][F:26])(=[O:31])=[O:32])[CH:39]=[CH:38][CH:37]=3)[CH:3]=2)[N:8]=1. The catalyst class is: 189.